From a dataset of Forward reaction prediction with 1.9M reactions from USPTO patents (1976-2016). Predict the product of the given reaction. The product is: [ClH:22].[Cl:22][C:23]1[CH:28]=[C:27]([CH3:29])[C:26]([CH:16]2[CH2:21][CH2:20][CH2:19][NH:18][CH2:17]2)=[C:25]([CH3:33])[CH:24]=1. Given the reactants Cl.FC1C=CC=CC=1C1CCCNC1.I[C:16]1[CH:17]=[N:18][CH:19]=[CH:20][CH:21]=1.[Cl:22][C:23]1[CH:28]=[C:27]([CH3:29])[C:26](B(O)O)=[C:25]([CH3:33])[CH:24]=1, predict the reaction product.